Dataset: Forward reaction prediction with 1.9M reactions from USPTO patents (1976-2016). Task: Predict the product of the given reaction. (1) The product is: [C:15]([O:14][C:12]([NH:1][CH2:2][C:3]1([C:6]([OH:8])=[O:7])[CH2:5][CH2:4]1)=[O:13])([CH3:18])([CH3:17])[CH3:16]. Given the reactants [NH2:1][CH2:2][C:3]1([C:6]([OH:8])=[O:7])[CH2:5][CH2:4]1.O.[OH-].[Na+].[C:12](O[C:12]([O:14][C:15]([CH3:18])([CH3:17])[CH3:16])=[O:13])([O:14][C:15]([CH3:18])([CH3:17])[CH3:16])=[O:13], predict the reaction product. (2) Given the reactants Br[C:2]1[CH:7]=[CH:6][C:5]([C@H:8]([NH:13][C@H:14]([C:20]([NH:22][C:23]2([C:26]#[N:27])[CH2:25][CH2:24]2)=[O:21])[CH2:15][C:16]([F:19])([CH3:18])[CH3:17])[C:9]([F:12])([F:11])[F:10])=[CH:4][CH:3]=1.[B:28]1([B:28]2[O:32][C:31]([CH3:34])([CH3:33])[C:30]([CH3:36])([CH3:35])[O:29]2)[O:32][C:31]([CH3:34])([CH3:33])[C:30]([CH3:36])([CH3:35])[O:29]1.C([O-])(=O)C.[K+].ClCCl, predict the reaction product. The product is: [C:26]([C:23]1([NH:22][C:20](=[O:21])[C@H:14]([CH2:15][C:16]([F:19])([CH3:18])[CH3:17])[NH:13][C@@H:8]([C:5]2[CH:6]=[CH:7][C:2]([B:28]3[O:32][C:31]([CH3:34])([CH3:33])[C:30]([CH3:36])([CH3:35])[O:29]3)=[CH:3][CH:4]=2)[C:9]([F:12])([F:11])[F:10])[CH2:25][CH2:24]1)#[N:27]. (3) Given the reactants [CH3:1][O:2][C:3](=[O:21])[C:4]1[CH:9]=[C:8]([N+:10]([O-])=O)[CH:7]=[CH:6][C:5]=1[O:13][Si:14]([C:17]([CH3:20])([CH3:19])[CH3:18])([CH3:16])[CH3:15].[H][H], predict the reaction product. The product is: [CH3:1][O:2][C:3](=[O:21])[C:4]1[CH:9]=[C:8]([NH2:10])[CH:7]=[CH:6][C:5]=1[O:13][Si:14]([C:17]([CH3:19])([CH3:18])[CH3:20])([CH3:15])[CH3:16]. (4) Given the reactants [CH:1]1([NH:7][C:8]2[C:9]([NH2:21])=[CH:10][C:11]([CH2:14][N:15]3[CH2:20][CH2:19][CH2:18][CH2:17][CH2:16]3)=[CH:12][CH:13]=2)[CH2:6][CH2:5][CH2:4][CH2:3][CH2:2]1.[N:22]#[C:23]Br, predict the reaction product. The product is: [CH:1]1([N:7]2[C:8]3[CH:13]=[CH:12][C:11]([CH2:14][N:15]4[CH2:16][CH2:17][CH2:18][CH2:19][CH2:20]4)=[CH:10][C:9]=3[N:21]=[C:23]2[NH2:22])[CH2:2][CH2:3][CH2:4][CH2:5][CH2:6]1. (5) The product is: [F:9][C:10]([F:28])([F:27])[C:11]1[CH:12]=[C:13]([CH:24]=[CH:25][CH:26]=1)[CH2:14][N:15]1[CH2:19][CH:18]2[C:20](=[N:2][OH:3])[CH2:21][CH2:22][CH:17]2[CH2:16]1. Given the reactants Cl.[NH2:2][OH:3].C([O-])(=O)C.[Na+].[F:9][C:10]([F:28])([F:27])[C:11]1[CH:12]=[C:13]([CH:24]=[CH:25][CH:26]=1)[CH2:14][N:15]1[CH2:19][CH:18]2[C:20](=O)[CH2:21][CH2:22][CH:17]2[CH2:16]1, predict the reaction product.